Predict the reactants needed to synthesize the given product. From a dataset of Full USPTO retrosynthesis dataset with 1.9M reactions from patents (1976-2016). (1) The reactants are: [OH:1][CH:2]([CH3:10])/[CH:3]=[CH:4]/[C:5]([O:7][CH2:8][CH3:9])=[O:6].N1C=CC=CC=1.[Cl:17][CH2:18][C:19](Cl)=[O:20]. Given the product [Cl:17][CH2:18][C:19]([O:1][CH:2]([CH3:10])/[CH:3]=[CH:4]/[C:5]([O:7][CH2:8][CH3:9])=[O:6])=[O:20], predict the reactants needed to synthesize it. (2) Given the product [C:26]([O:30][C:31](=[O:61])[CH2:32][N:33]([C:34]1[CH:35]=[C:36]2[C:40](=[CH:41][CH:42]=1)[N:39]([C:43]1[N:44]=[CH:45][N:46]=[C:47]([C:9]3[C:10]([O:12][C:13]([CH3:16])([CH3:15])[CH3:14])=[N:11][C:6]([O:5][C:1]([CH3:4])([CH3:3])[CH3:2])=[N:7][CH:8]=3)[CH:48]=1)[CH:38]=[CH:37]2)[S:50]([C:53]1[CH:58]=[C:57]([Cl:59])[CH:56]=[C:55]([Cl:60])[CH:54]=1)(=[O:51])=[O:52])([CH3:29])([CH3:27])[CH3:28], predict the reactants needed to synthesize it. The reactants are: [C:1]([O:5][C:6]1[N:11]=[C:10]([O:12][C:13]([CH3:16])([CH3:15])[CH3:14])[C:9](OB(O)O)=[CH:8][N:7]=1)([CH3:4])([CH3:3])[CH3:2].C(=O)([O-])O.[Na+].[C:26]([O:30][C:31](=[O:61])[CH2:32][N:33]([S:50]([C:53]1[CH:58]=[C:57]([Cl:59])[CH:56]=[C:55]([Cl:60])[CH:54]=1)(=[O:52])=[O:51])[C:34]1[CH:35]=[C:36]2[C:40](=[CH:41][CH:42]=1)[N:39]([C:43]1[CH:48]=[C:47](I)[N:46]=[CH:45][N:44]=1)[CH:38]=[CH:37]2)([CH3:29])([CH3:28])[CH3:27].